From a dataset of Full USPTO retrosynthesis dataset with 1.9M reactions from patents (1976-2016). Predict the reactants needed to synthesize the given product. (1) Given the product [Br:35][C:22]1[CH:21]=[C:20]([NH:19][C:2]2[N:7]=[C:6]([NH:8][C@@H:9]([CH2:10][OH:11])[CH2:12][CH3:13])[C:5]([C:14]3[CH:18]=[CH:17][S:16][CH:15]=3)=[CH:4][N:3]=2)[CH:25]=[CH:24][C:23]=1[S:26]([CH3:34])(=[N:28][C:29]([O:31][CH2:32][CH3:33])=[O:30])=[O:27], predict the reactants needed to synthesize it. The reactants are: Cl[C:2]1[N:7]=[C:6]([NH:8][C@H:9]([CH2:12][CH3:13])[CH2:10][OH:11])[C:5]([C:14]2[CH:18]=[CH:17][S:16][CH:15]=2)=[CH:4][N:3]=1.[NH2:19][C:20]1[CH:25]=[CH:24][C:23]([S:26]([CH3:34])(=[N:28][C:29]([O:31][CH2:32][CH3:33])=[O:30])=[O:27])=[C:22]([Br:35])[CH:21]=1. (2) Given the product [Cl:16][C:12]1[CH:11]=[C:10]([C@@H:8]2[C@@H:7]([C:17]3[CH:22]=[CH:21][C:20]([Cl:23])=[CH:19][CH:18]=3)[N:6]([C@@H:24]([CH2:30][CH3:31])[C:25]([CH:27]3[CH2:28][CH2:29]3)=[O:26])[C:5](=[O:32])[C@:4]([CH2:45][C:43]([OH:42])=[O:44])([CH3:1])[CH2:9]2)[CH:15]=[CH:14][CH:13]=1, predict the reactants needed to synthesize it. The reactants are: [CH2:1]([C@@:4]1(C)[CH2:9][C@H:8]([C:10]2[CH:15]=[CH:14][CH:13]=[C:12]([Cl:16])[CH:11]=2)[C@@H:7]([C:17]2[CH:22]=[CH:21][C:20]([Cl:23])=[CH:19][CH:18]=2)[N:6]([C@@H:24]([CH2:30][CH3:31])[CH:25]([CH:27]2[CH2:29][CH2:28]2)[OH:26])[C:5]1=[O:32])C=C.I([O-])(=O)(=O)=O.[Na+].CC[O:42][C:43]([CH3:45])=[O:44]. (3) Given the product [CH:45]1([CH2:44][O:43][C:40]2[CH:41]=[CH:42][C:37]([C@H:35]3[CH2:34][O:33][C:29]4=[CH:30][C:31]5[CH2:32][C@@H:23]([C:21]([NH:20][C@@H:4]([CH2:5][C:6]6[CH:7]=[CH:8][C:9]([C:12]7[CH:17]=[CH:16][N:15]=[C:14]([CH3:18])[C:13]=7[CH3:19])=[CH:10][CH:11]=6)[C:3]([OH:2])=[O:51])=[O:22])[N:24]([C:53](=[O:54])[NH:52][C@@H:55]([C:57]6[CH:62]=[CH:61][CH:60]=[CH:59][CH:58]=6)[CH3:56])[CH2:25][C:26]=5[CH:27]=[C:28]4[O:36]3)=[CH:38][CH:39]=2)[CH2:46][CH2:47][CH2:48][CH2:49][CH2:50]1, predict the reactants needed to synthesize it. The reactants are: C[O:2][C:3](=[O:51])[C@@H:4]([NH:20][C:21]([C@@H:23]1[CH2:32][C:31]2[CH:30]=[C:29]3[O:33][CH2:34][C@H:35]([C:37]4[CH:42]=[CH:41][C:40]([O:43][CH2:44][CH:45]5[CH2:50][CH2:49][CH2:48][CH2:47][CH2:46]5)=[CH:39][CH:38]=4)[O:36][C:28]3=[CH:27][C:26]=2[CH2:25][NH:24]1)=[O:22])[CH2:5][C:6]1[CH:11]=[CH:10][C:9]([C:12]2[CH:17]=[CH:16][N:15]=[C:14]([CH3:18])[C:13]=2[CH3:19])=[CH:8][CH:7]=1.[N:52]([C@@H:55]([C:57]1[CH:62]=[CH:61][CH:60]=[CH:59][CH:58]=1)[CH3:56])=[C:53]=[O:54]. (4) Given the product [Cl:18][C:15]1[CH:14]=[CH:13][C:12]([N:7]2[C:8](=[O:11])[C:9]3[N:10]=[C:2]([N:43]([CH2:41][CH3:42])[CH3:44])[N:3]([C:29]4[CH:30]=[CH:31][CH:32]=[CH:33][CH:34]=4)[C:4]=3[N:5]=[C:6]2[C:19]2[CH:24]=[CH:23][C:22]([C:25]([F:26])([F:27])[F:28])=[CH:21][CH:20]=2)=[CH:17][CH:16]=1, predict the reactants needed to synthesize it. The reactants are: Br[C:2]1[N:3]([C:29]2[CH:34]=[CH:33][CH:32]=[CH:31][CH:30]=2)[C:4]2[N:5]=[C:6]([C:19]3[CH:24]=[CH:23][C:22]([C:25]([F:28])([F:27])[F:26])=[CH:21][CH:20]=3)[N:7]([C:12]3[CH:17]=[CH:16][C:15]([Cl:18])=[CH:14][CH:13]=3)[C:8](=[O:11])[C:9]=2[N:10]=1.C(=O)([O-])[O-].[K+].[K+].[CH2:41]([NH:43][CH3:44])[CH3:42].C(#N)C. (5) Given the product [C:1]([O:5][C:6]([N:8]1[CH2:14][CH2:13][C:12]2[CH:15]=[C:16]([Br:22])[O:17][C:11]=2[CH2:10][CH2:9]1)=[O:7])([CH3:4])([CH3:2])[CH3:3], predict the reactants needed to synthesize it. The reactants are: [C:1]([O:5][C:6]([N:8]1[CH2:14][CH2:13][C:12]2[CH:15]=[CH:16][O:17][C:11]=2[CH2:10][CH2:9]1)=[O:7])([CH3:4])([CH3:3])[CH3:2].CC(O)=O.[Br:22]N1C(=O)CCC1=O.C([O-])(O)=O.[Na+]. (6) Given the product [Br:1][C:2]1[CH:3]=[C:4]([Cl:12])[C:5]([CH:8]=[O:9])=[N:6][CH:7]=1, predict the reactants needed to synthesize it. The reactants are: [Br:1][C:2]1[CH:3]=[C:4]([Cl:12])[C:5]([C:8](OC)=[O:9])=[N:6][CH:7]=1.COC1C=CC(C=O)=CN=1. (7) Given the product [CH3:24][C:25]1[CH:32]=[CH:31][C:28]([CH2:29][NH:30][C:18]([C:12]2[CH:11]=[C:10]3[C:15]([CH:16]=[CH:17][N:8]([CH2:7][C:6]4[CH:5]=[CH:4][C:3]([C:1]#[N:2])=[CH:23][CH:22]=4)[C:9]3=[O:21])=[CH:14][CH:13]=2)=[O:20])=[CH:27][CH:26]=1, predict the reactants needed to synthesize it. The reactants are: [C:1]([C:3]1[CH:23]=[CH:22][C:6]([CH2:7][N:8]2[CH:17]=[CH:16][C:15]3[C:10](=[CH:11][C:12]([C:18]([OH:20])=O)=[CH:13][CH:14]=3)[C:9]2=[O:21])=[CH:5][CH:4]=1)#[N:2].[CH3:24][C:25]1[CH:32]=[CH:31][C:28]([CH2:29][NH2:30])=[CH:27][CH:26]=1.